Dataset: Catalyst prediction with 721,799 reactions and 888 catalyst types from USPTO. Task: Predict which catalyst facilitates the given reaction. (1) Reactant: C1C=CC2N(O)N=NC=2C=1.CCN(C(C)C)C(C)C.CCN=C=NCCCN(C)C.Cl.[C:32]([O:36][C:37]([N:39]1[CH2:44][CH2:43][NH:42][CH2:41][CH2:40]1)=[O:38])([CH3:35])([CH3:34])[CH3:33].[F:45][C:46]1[CH:47]=[C:48]([CH:52]=[CH:53][CH:54]=1)[C:49](O)=[O:50]. Product: [C:32]([O:36][C:37]([N:39]1[CH2:44][CH2:43][N:42]([C:49](=[O:50])[C:48]2[CH:52]=[CH:53][CH:54]=[C:46]([F:45])[CH:47]=2)[CH2:41][CH2:40]1)=[O:38])([CH3:35])([CH3:33])[CH3:34]. The catalyst class is: 18. (2) Reactant: [CH2:1]([O:4][CH2:5][CH2:6][OH:7])[CH:2]=[CH2:3].[CH3:8][N:9]([CH3:25])[N:10]1[C:19]2[C:14](=[CH:15][C:16](I)=[CH:17][CH:18]=2)[C:13](=[O:21])[C:12]([C:22]([OH:24])=[O:23])=[CH:11]1.CCN(CC)CC. Product: [CH3:8][N:9]([CH3:25])[N:10]1[C:19]2[C:14](=[CH:15][C:16]([CH:3]=[CH:2][CH2:1][O:4][CH2:5][CH2:6][OH:7])=[CH:17][CH:18]=2)[C:13](=[O:21])[C:12]([C:22]([OH:24])=[O:23])=[CH:11]1. The catalyst class is: 416. (3) Reactant: C[O:2][C:3](=[O:33])[CH2:4][CH:5]1[CH2:13][C:12]2[C:7](=[CH:8][CH:9]=[C:10]([S:14]([N:17]3[CH2:22][CH2:21][N:20]([C:23]4[CH:28]=[CH:27][C:26]([C:29]([F:32])([F:31])[F:30])=[CH:25][CH:24]=4)[CH2:19][CH2:18]3)(=[O:16])=[O:15])[CH:11]=2)[CH2:6]1.[Li+].[OH-]. Product: [F:32][C:29]([F:30])([F:31])[C:26]1[CH:27]=[CH:28][C:23]([N:20]2[CH2:19][CH2:18][N:17]([S:14]([C:10]3[CH:11]=[C:12]4[C:7](=[CH:8][CH:9]=3)[CH2:6][CH:5]([CH2:4][C:3]([OH:33])=[O:2])[CH2:13]4)(=[O:15])=[O:16])[CH2:22][CH2:21]2)=[CH:24][CH:25]=1. The catalyst class is: 1. (4) Reactant: C([O:3][C:4](=[O:17])[CH2:5][N:6]1[CH:10]=[C:9]([C:11]2([OH:16])[CH2:15][CH2:14][CH2:13][CH2:12]2)[N:8]=[N:7]1)C.[OH-].[Na+].C.OS([O-])(=O)=O.[Na+]. Product: [OH:16][C:11]1([C:9]2[N:8]=[N:7][N:6]([CH2:5][C:4]([OH:17])=[O:3])[CH:10]=2)[CH2:15][CH2:14][CH2:13][CH2:12]1. The catalyst class is: 238.